This data is from Experimentally validated miRNA-target interactions with 360,000+ pairs, plus equal number of negative samples. The task is: Binary Classification. Given a miRNA mature sequence and a target amino acid sequence, predict their likelihood of interaction. (1) The miRNA is hsa-miR-6816-5p with sequence UGGGGCGGGGCAGGUCCCUGC. The protein sequence of the target gene is MLTTLLPILLLSGWAFCSQDASDGLQRLHMLQISYFRDPYHVWYQGNASLGGHLTHVLEGPDTNTTIIQLQPLQEPESWARTQSGLQSYLLQFHGLVRLVHQERTLAFPLTIRCFLGCELPPEGSRAHVFFEVAVNGSSFVSFRPERALWQADTQVTSGVVTFTLQQLNAYNRTRYELREFLEDTCVQYVQKHISAENTKGSQTSRSYTSLVLGVLVGSFIIAGVAVGIFLCTGGRRC. Result: 0 (no interaction). (2) The miRNA is mmu-miR-3082-5p with sequence GACAGAGUGUGUGUGUCUGUGU. The protein sequence of the target gene is MLLSVPLLLGLLGLAAADPAIYFKEQFLDGDAWTNRWVESKHKSDFGKFVLSSGKFYGDLEKDKGLQTSQDARFYALSAKFEPFSNKGQTLVVQFTVKHEQNIDCGGGYVKLFPSGLDQKDMHGDSEYNIMFGPDICGPGTKKVHVIFNYKGKNVLINKDIRCKDDEFTHLYTLIVRPDNTYEVKIDNSQVESGSLEDDWDFLPPKKIKDPDAAKPEDWDERAKIDDPTDSKPEDWDKPEHIPDPDAKKPEDWDEEMDGEWEPPVIQNPEYKGEWKPRQIDNPDYKGTWIHPEIDNPEYS.... Result: 0 (no interaction). (3) Result: 0 (no interaction). The miRNA is hsa-miR-765 with sequence UGGAGGAGAAGGAAGGUGAUG. The protein sequence of the target gene is MDLSAVQIQEVQNVLHAMQKILECPICLELIKEPVSTKCDHIFCKFCMLKLLNQKKGPSQCPLCKNEITKRSLQGSTRFSQLAEELLRIMAAFELDTGMQLTNGFSFSKKRNNSCERLNEEASIIQSVGYRNRVRRLPQVEPGNATLKDSLGVQLSNLGIVRSVKKNRQTQPRKKSVYIELDSDSSEETVTKPGDCSVRDQELLQTAPQEAGDEGKLHSAEEAACEFSEGIRNIEHHQCSDDLNPTENHATERHPEKCQSISISNVCVEPCGTDAHASSLQPETSSLLLIEDRMNAEKAE.... (4) The miRNA is hsa-miR-766-3p with sequence ACUCCAGCCCCACAGCCUCAGC. The protein sequence of the target gene is MKPSLLCRPLSCFLMLLPWPLATLTSTTLWQCPPGEEPDLDPGQGTLCRPCPPGTFSAAWGSSPCQPHARCSLWRRLEAQVGMATRDTLCGDCWPGWFGPWGVPRVPCQPCSWAPLGTHGCDEWGRRARRGVEVAAGASSGGETRQPGNGTRAGGPEETAAQYAVIAIVPVFCLMGLLGILVCNLLKRKGYHCTAHKEVGPGPGGGGSGINPAYRTEDANEDTIGVLVRLITEKKENAAALEELLKEYHSKQLVQTSHRPVSKLPPAPPNVPHICPHRHHLHTVQGLASLSGPCCSRCSQ.... Result: 1 (interaction). (5) The miRNA is mmu-miR-377-3p with sequence AUCACACAAAGGCAACUUUUGU. The protein sequence of the target gene is MDKGRERMAAAAAAAAAAAAAQCRSPRCAAERRGFRRELDSWRHRLMHCVGFESILEGLYGPRLRRDLSLFEDCEPEELTDWSMDEKCSFCNLQREAVSDCIPSLDSSQSTPTEELSSQGQSHTDKIECQAESYLNALFRKKDLPQNCDPNIPLVAQELMKKMIRQFAIEYISKSGKIQENRNGSIGASLVCKSIQMNQADNCLQDEQEGPLDLTVTRTQEQTAQQGDGVLDLSTKKTSIKSEESSISDPSSENAVAGRLHRNREDYVERSAEFADGLLSKALKDIQSGALDINKAGILY.... Result: 1 (interaction). (6) The miRNA is hsa-miR-3120-5p with sequence CCUGUCUGUGCCUGCUGUACA. The protein sequence of the target gene is MRSAARRGRAAPAARDSLPVLLFLCLLLKTCEPKTANAFKPNILLIMADDLGTGDLGCYGNNTLRTPNIDQLAEEGVRLTQHLAAAPLCTPSRAAFLTGRHSFRSGMDASNGYRALQWNAGSGGLPENETTFARILQQHGYATGLIGKWHQGVNCASRGDHCHHPLNHGFDYFYGMPFTLTNDCDPGRPPEVDAALRAQLWGYTQFLALGILTLAAGQTCGFFSVSARAVTGMAGVGCLFFISWYSSFGFVRRWNCILMRNHDVTEQPMVLEKTASLMLKEAVSYIERHKHGPFLLFLSL.... Result: 1 (interaction). (7) The miRNA is hsa-miR-548az-5p with sequence CAAAAGUGAUUGUGGUUUUUGC. The protein sequence of the target gene is MAQHFSLAACDVVGFDLDHTLCRYNLPESAPLIYNSFAQFLVKEKGYDKELLNVTPEDWDFCCKGLALDLEDGNFLKLANNGTVLRASHGTKMMTPEVLAEAYGKKEWKHFLSDTGMACRSGKYYFYDNYFDLPGALLCARVVDYLTKLNNGQKTFDFWKDIVAAIQHNYKMSAFKENCGIYFPEIKRDPGRYLHSCPESVKKWLRQLKNAGKILLLITSSHSDYCRLLCEYILGNDFTDLFDIVITNALKPGFFSHLPSQRPFRTLENDEEQEALPSLDKPGWYSQGNAVHLYELLKKM.... Result: 1 (interaction).